From a dataset of Forward reaction prediction with 1.9M reactions from USPTO patents (1976-2016). Predict the product of the given reaction. (1) The product is: [NH4+:7].[OH-:16].[CH3:24][N:25]([CH3:31])[CH:26]1[CH2:30][CH2:29][N:28]([C:2]2[N:7]3[CH:8]=[C:9]([CH2:11][N:12]([CH3:23])[C@@H:13]4[C:18]5=[N:19][CH:20]=[CH:21][CH:22]=[C:17]5[O:16][CH2:15][CH2:14]4)[N:10]=[C:6]3[CH:5]=[CH:4][CH:3]=2)[CH2:27]1. Given the reactants F[C:2]1[N:7]2[CH:8]=[C:9]([CH2:11][N:12]([CH3:23])[C@@H:13]3[C:18]4=[N:19][CH:20]=[CH:21][CH:22]=[C:17]4[O:16][CH2:15][CH2:14]3)[N:10]=[C:6]2[CH:5]=[CH:4][CH:3]=1.[CH3:24][N:25]([CH3:31])[CH:26]1[CH2:30][CH2:29][NH:28][CH2:27]1, predict the reaction product. (2) Given the reactants [NH2:1][C:2]1[CH:24]=[CH:23][C:5]([CH2:6][N:7]2[C:11]([CH3:12])=[C:10]([C:13]3[CH:20]=[CH:19][C:16]([C:17]#[N:18])=[C:15]([Cl:21])[CH:14]=3)[C:9]([CH3:22])=[N:8]2)=[CH:4][CH:3]=1.C(N(CC)CC)C.[CH:32]1([C:35](Cl)=[O:36])[CH2:34][CH2:33]1.[Cl-].[NH4+], predict the reaction product. The product is: [Cl:21][C:15]1[CH:14]=[C:13]([C:10]2[C:9]([CH3:22])=[N:8][N:7]([CH2:6][C:5]3[CH:4]=[CH:3][C:2]([NH:1][C:35]([CH:32]4[CH2:34][CH2:33]4)=[O:36])=[CH:24][CH:23]=3)[C:11]=2[CH3:12])[CH:20]=[CH:19][C:16]=1[C:17]#[N:18]. (3) Given the reactants [CH3:1][O:2][C:3]1[C:11]([O:12][CH3:13])=[C:10]([O:14][CH3:15])[CH:9]=[C:8]2[C:4]=1[CH:5](C1C=C(OC)C(OC)=C(OC)C=1)[CH2:6][C:7]2=[O:16].C1OC2C=CC(C=O)=CC=2O1.Cl, predict the reaction product. The product is: [CH3:1][O:2][C:3]1[C:11]([O:12][CH3:13])=[C:10]([O:14][CH3:15])[CH:9]=[C:8]2[C:4]=1[CH2:5][CH2:6][C:7]2=[O:16]. (4) Given the reactants [CH3:1][C:2]([CH3:29])([CH2:7][CH2:8][C:9]1[S:10][C:11]([C:14]2[CH:19]=[CH:18][C:17]([NH:20][C:21](N3CCCCC3)=[O:22])=[CH:16][CH:15]=2)=[CH:12][N:13]=1)[C:3]([O:5][CH3:6])=[O:4].[O:30]1[CH2:35][CH2:34][O:33][C:32]2[CH:36]=[C:37]([NH2:40])[CH:38]=[CH:39][C:31]1=2, predict the reaction product. The product is: [O:30]1[CH2:35][CH2:34][O:33][C:32]2[CH:36]=[C:37]([NH:40][C:21](=[O:22])[NH:20][C:17]3[CH:16]=[CH:15][C:14]([C:11]4[S:10][C:9]([CH2:8][CH2:7][C:2]([CH3:1])([CH3:29])[C:3]([O:5][CH3:6])=[O:4])=[N:13][CH:12]=4)=[CH:19][CH:18]=3)[CH:38]=[CH:39][C:31]1=2.